From a dataset of Forward reaction prediction with 1.9M reactions from USPTO patents (1976-2016). Predict the product of the given reaction. (1) Given the reactants [Cl:1][C:2]1[C:3]([NH:13][C:14]2[CH:19]=[N:18][CH:17]=[C:16]([C:20]3[CH:25]=[CH:24][C:23]([OH:26])=[CH:22][CH:21]=3)[N:15]=2)=[CH:4][C:5]([O:11][CH3:12])=[C:6]([CH:10]=1)[C:7](O)=[O:8].[O:27]1[CH2:31][CH2:30][CH2:29][CH:28]1[CH2:32][NH2:33].C(N(CC)CC)C.CN(C(ON1N=NC2C=CC=CC1=2)=[N+](C)C)C.[B-](F)(F)(F)F, predict the reaction product. The product is: [Cl:1][C:2]1[C:3]([NH:13][C:14]2[CH:19]=[N:18][CH:17]=[C:16]([C:20]3[CH:25]=[CH:24][C:23]([OH:26])=[CH:22][CH:21]=3)[N:15]=2)=[CH:4][C:5]([O:11][CH3:12])=[C:6]([CH:10]=1)[C:7]([NH:33][CH2:32][CH:28]1[CH2:29][CH2:30][CH2:31][O:27]1)=[O:8]. (2) The product is: [CH2:94]([N:90]([CH3:91])[C:89](=[O:66])[O:18][CH2:17][C:14]1[CH:13]=[CH:12][C:11]([NH:10][C:8](=[O:9])[C@@H:7]([NH:6][C:4](=[O:5])[C@@H:3]([NH:38][C:39]([O:40][CH2:41][CH:42]2[C:54]3[CH:53]=[CH:52][CH:51]=[CH:50][C:49]=3[C:48]3[C:43]2=[CH:44][CH:45]=[CH:46][CH:47]=3)=[O:55])[CH:2]([CH3:56])[CH3:1])[CH2:31][CH2:32][CH2:33][NH:34][C:35]([NH2:37])=[O:36])=[CH:16][CH:15]=1)[CH2:96][N:76]([CH3:75])[C:77](=[O:83])[O:78][C:79]([CH3:82])([CH3:81])[CH3:80]. Given the reactants [CH3:1][CH:2]([CH3:56])[C@H:3]([NH:38][C:39](=[O:55])[O:40][CH2:41][CH:42]1[C:54]2[CH:53]=[CH:52][CH:51]=[CH:50][C:49]=2[C:48]2[C:43]1=[CH:44][CH:45]=[CH:46][CH:47]=2)[C:4]([NH:6][C@@H:7]([CH2:31][CH2:32][CH2:33][NH:34][C:35]([NH2:37])=[O:36])[C:8]([NH:10][C:11]1[CH:16]=[CH:15][C:14]([CH2:17][O:18]C(OC2C=CC([N+]([O-])=O)=CC=2)=O)=[CH:13][CH:12]=1)=[O:9])=[O:5].C1C=NC2N([OH:66])N=NC=2C=1.N1C(C)=CC=CC=1C.[CH3:75][N:76](CCNC)[C:77](=[O:83])[O:78][C:79]([CH3:82])([CH3:81])[CH3:80].C[CH2:89][N:90]([CH:94]([CH3:96])C)[CH:91](C)C, predict the reaction product. (3) The product is: [Cl:1][C:2]1[C:3]([O:24][CH:25]([CH3:26])[CH3:27])=[C:4](/[C:17](/[CH2:22][CH3:23])=[C:18](/[F:21])\[CH:19]=[O:20])[CH:5]=[C:6]2[C:11]=1[O:10][C:9]([CH3:13])([CH3:12])[CH:8]=[C:7]2[CH:14]([CH3:16])[CH3:15]. Given the reactants [Cl:1][C:2]1[C:3]([O:24][CH:25]([CH3:27])[CH3:26])=[C:4]([C:17]([CH2:22][CH3:23])=[C:18]([F:21])[CH2:19][OH:20])[CH:5]=[C:6]2[C:11]=1[O:10][C:9]([CH3:13])([CH3:12])[CH:8]=[C:7]2[CH:14]([CH3:16])[CH3:15].ClC1C(OC(C)C)=C(/C(/CC)=C(/F)\CO)C=C2C=1OC(C)(C)C=C2C(C)C.C([N+](CCC)(CCC)CCC)CC.C[N+]1([O-])CCOCC1, predict the reaction product. (4) Given the reactants [NH2:1][C:2]1[N:7]=[C:6](S(C)=O)[C:5]([C:11]2[CH:12]=[CH:13][C:14](=[O:20])[N:15]([CH:17]([CH3:19])[CH3:18])[N:16]=2)=[C:4]([C:21]2[CH:26]=[CH:25][CH:24]=[CH:23][CH:22]=2)[N:3]=1.[CH2:27]([NH2:30])[CH2:28][NH2:29], predict the reaction product. The product is: [NH2:1][C:2]1[N:7]=[C:6]([NH:29][CH2:28][CH2:27][NH2:30])[C:5]([C:11]2[CH:12]=[CH:13][C:14](=[O:20])[N:15]([CH:17]([CH3:19])[CH3:18])[N:16]=2)=[C:4]([C:21]2[CH:26]=[CH:25][CH:24]=[CH:23][CH:22]=2)[N:3]=1. (5) Given the reactants [C:1]1([S:7]([CH:10]([NH2:30])[C:11]2[N:16]([CH3:17])[C:15]([C:18]([OH:20])=[O:19])=[C:14]([O:21]CC3C=CC=CC=3)[C:13](=[O:29])[CH:12]=2)(=[O:9])=[O:8])[CH:6]=[CH:5][CH:4]=[CH:3][CH:2]=1.S(=O)(=O)(O)O, predict the reaction product. The product is: [C:1]1([S:7]([CH:10]([NH2:30])[C:11]2[N:16]([CH3:17])[C:15]([C:18]([OH:20])=[O:19])=[C:14]([OH:21])[C:13](=[O:29])[CH:12]=2)(=[O:9])=[O:8])[CH:6]=[CH:5][CH:4]=[CH:3][CH:2]=1.